From a dataset of Peptide-MHC class I binding affinity with 185,985 pairs from IEDB/IMGT. Regression. Given a peptide amino acid sequence and an MHC pseudo amino acid sequence, predict their binding affinity value. This is MHC class I binding data. (1) The peptide sequence is GHQAAMQML. The MHC is HLA-B44:02 with pseudo-sequence HLA-B44:02. The binding affinity (normalized) is 0. (2) The peptide sequence is SQISNTEMY. The MHC is HLA-A66:01 with pseudo-sequence HLA-A66:01. The binding affinity (normalized) is 0.213. (3) The peptide sequence is VYSVFYLYL. The MHC is HLA-A30:02 with pseudo-sequence HLA-A30:02. The binding affinity (normalized) is 0. (4) The peptide sequence is KLFIRQEEV. The MHC is HLA-A02:01 with pseudo-sequence HLA-A02:01. The binding affinity (normalized) is 0.446. (5) The peptide sequence is LMLHQQYNQ. The MHC is HLA-A26:01 with pseudo-sequence HLA-A26:01. The binding affinity (normalized) is 0.0847. (6) The peptide sequence is ALVEICTEM. The MHC is HLA-B40:01 with pseudo-sequence HLA-B40:01. The binding affinity (normalized) is 0. (7) The peptide sequence is ADCVFPMV. The MHC is H-2-Db with pseudo-sequence H-2-Db. The binding affinity (normalized) is 0. (8) The binding affinity (normalized) is 0.0847. The peptide sequence is WAKLLKQKW. The MHC is HLA-A68:02 with pseudo-sequence HLA-A68:02. (9) The peptide sequence is TAFTIPST. The MHC is HLA-B07:02 with pseudo-sequence HLA-B07:02. The binding affinity (normalized) is 0.0947. (10) The peptide sequence is KNAGYLVGR. The MHC is HLA-A68:02 with pseudo-sequence HLA-A68:02. The binding affinity (normalized) is 0.